Dataset: Full USPTO retrosynthesis dataset with 1.9M reactions from patents (1976-2016). Task: Predict the reactants needed to synthesize the given product. (1) Given the product [CH2:4]([C:3]1[N:7]=[C:12]([CH:13]=[CH:14][C:15]2[CH:16]=[C:17]([OH:29])[C:18]([OH:21])=[CH:19][CH:20]=2)[O:1][N:2]=1)[CH2:5][CH3:6], predict the reactants needed to synthesize it. The reactants are: [OH:1][NH:2][C:3](=[NH:7])[CH2:4][CH2:5][CH3:6].[H-].[Na+].CO[C:12](=O)[CH:13]=[CH:14][C:15]1[CH:20]=[CH:19][C:18]([O:21][Si](C(C)(C)C)(C)C)=[C:17]([O:29][Si](C(C)(C)C)(C)C)[CH:16]=1. (2) Given the product [N:19]1([CH:13]([NH:8][C:6](=[O:7])[C:5]2[CH:9]=[CH:10][C:2]([Cl:1])=[CH:3][CH:4]=2)[C:12]([Cl:18])([Cl:11])[CH2:15][CH2:16][CH3:17])[C:23]2[CH:24]=[CH:25][CH:26]=[CH:27][C:22]=2[N:21]=[N:20]1, predict the reactants needed to synthesize it. The reactants are: [Cl:1][C:2]1[CH:10]=[CH:9][C:5]([C:6]([NH2:8])=[O:7])=[CH:4][CH:3]=1.[Cl:11][C:12]([Cl:18])([CH2:15][CH2:16][CH3:17])[CH:13]=O.[NH:19]1[C:23]2[CH:24]=[CH:25][CH:26]=[CH:27][C:22]=2[N:21]=[N:20]1.C1(C)C=CC(S(O)(=O)=O)=CC=1. (3) Given the product [C:2]([N+:6]([O-:7])=[CH:8][C:10]1[CH:18]=[CH:17][C:13]([C:14]([OH:16])=[O:15])=[CH:12][CH:11]=1)([CH3:5])([CH3:4])[CH3:3], predict the reactants needed to synthesize it. The reactants are: Cl.[C:2]([NH:6][OH:7])([CH3:5])([CH3:4])[CH3:3].[CH:8]([C:10]1[CH:18]=[CH:17][C:13]([C:14]([OH:16])=[O:15])=[CH:12][CH:11]=1)=O. (4) Given the product [C:1]([C:4]1[CH:5]=[C:6]([C:9](=[O:14])[C:10]([Cl:12])([Cl:11])[Cl:13])[NH:7][C:8]=1[N+:15]([O-:17])=[O:16])(=[O:3])[CH3:2], predict the reactants needed to synthesize it. The reactants are: [C:1]([C:4]1[CH:5]=[C:6]([C:9](=[O:14])[C:10]([Cl:13])([Cl:12])[Cl:11])[NH:7][CH:8]=1)(=[O:3])[CH3:2].[N+:15]([O-])([OH:17])=[O:16].